The task is: Predict the product of the given reaction.. This data is from Forward reaction prediction with 1.9M reactions from USPTO patents (1976-2016). The product is: [CH3:1][N:2]1[CH:6]=[N:5][N:4]=[C:3]1[C@H:7]([C:13]1[CH:14]=[CH:15][C:16]([O:19][C:20]2[CH:29]=[CH:28][C:27]3[CH2:26][CH2:25][CH2:24][CH2:23][C:22]=3[CH:21]=2)=[CH:17][CH:18]=1)[CH2:8][C:9]([OH:11])=[O:10]. Given the reactants [CH3:1][N:2]1[CH:6]=[N:5][N:4]=[C:3]1[C@H:7]([C:13]1[CH:18]=[CH:17][C:16]([O:19][C:20]2[CH:29]=[CH:28][C:27]3[CH2:26][CH2:25][CH2:24][CH2:23][C:22]=3[CH:21]=2)=[CH:15][CH:14]=1)[CH2:8][C:9]([O:11]C)=[O:10].[OH-].[Na+].Cl, predict the reaction product.